Predict the product of the given reaction. From a dataset of Forward reaction prediction with 1.9M reactions from USPTO patents (1976-2016). Given the reactants [OH:1][C:2]1[CH:3]=[C:4]([CH:7]=[CH:8][C:9]=1[O:10][CH3:11])[CH:5]=[O:6].Br[CH2:13][CH2:14][CH2:15][CH3:16].C([O-])([O-])=O.[K+].[K+], predict the reaction product. The product is: [CH2:13]([O:1][C:2]1[CH:3]=[C:4]([CH:7]=[CH:8][C:9]=1[O:10][CH3:11])[CH:5]=[O:6])[CH2:14][CH2:15][CH3:16].